This data is from Catalyst prediction with 721,799 reactions and 888 catalyst types from USPTO. The task is: Predict which catalyst facilitates the given reaction. (1) Reactant: [CH2:1]([O:3][C:4]([C:6]1[CH:11]=[CH:10][C:9]([C@@H:12]([NH:14][NH:15][C:16]([O:18][C:19]([CH3:22])([CH3:21])[CH3:20])=[O:17])[CH3:13])=[CH:8][CH:7]=1)=[O:5])[CH3:2].C(OC(NN=C(C1C=CC(C(OCC)=O)=CC=1)C)=O)(C)(C)C.[H][H]. The catalyst class is: 5. Product: [CH2:1]([O:3][C:4]([C:6]1[CH:11]=[CH:10][C:9]([CH:12]([NH:14][NH:15][C:16]([O:18][C:19]([CH3:21])([CH3:20])[CH3:22])=[O:17])[CH3:13])=[CH:8][CH:7]=1)=[O:5])[CH3:2]. (2) Reactant: O[C:2]1[CH:11]=[C:10]2[C:5]([C:6]([O:12][C:13]3[CH:14]=[CH:15][C:16]([NH:19][C:20]([C:22]4[C:23](=[O:35])[N:24](C5C=CC=CC=5)N(C)[C:26]=4[CH3:27])=[O:21])=[N:17][CH:18]=3)=[CH:7][CH:8]=[N:9]2)=[CH:4][C:3]=1[O:36][CH3:37].CS([O:42][CH2:43][CH2:44][CH2:45][N:46]1[CH2:52][CH:51]([OH:53])[C:48]2([CH2:50][CH2:49]2)[CH2:47]1)(=O)=O.C([O-])([O-])=O.[Cs+].[Cs+]. The catalyst class is: 44. Product: [OH:53][CH:51]1[C:48]2([CH2:50][CH2:49]2)[CH2:47][N:46]([CH2:45][CH2:44][CH2:43][O:42][C:2]2[CH:11]=[C:10]3[C:5]([C:6]([O:12][C:13]4[CH:14]=[CH:15][C:16]([N:19]([C:2]5[CH:11]=[CH:10][CH:5]=[CH:4][CH:3]=5)[C:20]([C:22]5([C:23]([NH2:24])=[O:35])[CH2:27][CH2:26]5)=[O:21])=[N:17][CH:18]=4)=[CH:7][CH:8]=[N:9]3)=[CH:4][C:3]=2[O:36][CH3:37])[CH2:52]1. (3) Reactant: O=S(Cl)Cl.CN([CH:8]=[O:9])C.[Br:10][C:11]1[CH:16]=[CH:15][CH:14]=[CH:13][CH:12]=1.[Al+3].[Cl-].[Cl-].[Cl-].C[CH2:22][O:23][C:24]([CH3:26])=[O:25]. Product: [CH3:22][O:23][C:24]([C@@H:26]1[CH2:13][CH2:12][CH2:11][C@@H:16]1[C:8](=[O:9])[C:14]1[CH:15]=[CH:16][C:11]([Br:10])=[CH:12][CH:13]=1)=[O:25]. The catalyst class is: 2. (4) Reactant: [CH3:1][C@@H:2]1[O:4][C@@H:3]1[P:5]([O-:8])([O-:7])=[O:6].[Na+].[Na+].Cl.[CH2:12]1[C@@H:17]([NH2:18])[C@H:16]([O:19][C@H:20]2[O:25][C@H:24]([CH2:26][OH:27])[C@@H:23]([OH:28])[C@H:22]([NH2:29])[C@H:21]2[OH:30])[C@@H:15]([OH:31])[C@H:14]([O:32][C@H:33]2[O:38][C@H:37]([CH2:39][NH2:40])[C@@H:36]([OH:41])[CH2:35][C@H:34]2[NH2:42])[C@H:13]1[NH2:43]. Product: [CH3:1][C@@H:2]1[O:4][C@@H:3]1[P:5]([OH:8])([OH:7])=[O:6].[CH2:12]1[C@@H:17]([NH2:18])[C@H:16]([O:19][C@H:20]2[O:25][C@H:24]([CH2:26][OH:27])[C@@H:23]([OH:28])[C@H:22]([NH2:29])[C@H:21]2[OH:30])[C@@H:15]([OH:31])[C@H:14]([O:32][C@H:33]2[O:38][C@H:37]([CH2:39][NH2:40])[C@@H:36]([OH:41])[CH2:35][C@H:34]2[NH2:42])[C@H:13]1[NH2:43]. The catalyst class is: 6. (5) Reactant: C1C=CC(P(C2C=CC=CC=2)C2C=CC=CC=2)=CC=1.[Cl:20][C:21]1[CH:26]=[CH:25][CH:24]=[CH:23][C:22]=1[N:27]1[C:31]([C:32]2[S:33][C:34]([C:37]3[CH:42]=[CH:41][CH:40]=[C:39]([S:43]([CH3:46])(=[O:45])=[O:44])[CH:38]=3)=[CH:35][CH:36]=2)=[CH:30][C:29]([CH2:47]O)=[N:28]1.C1C(=O)N([Br:56])C(=O)C1. Product: [Br:56][CH2:47][C:29]1[CH:30]=[C:31]([C:32]2[S:33][C:34]([C:37]3[CH:42]=[CH:41][CH:40]=[C:39]([S:43]([CH3:46])(=[O:45])=[O:44])[CH:38]=3)=[CH:35][CH:36]=2)[N:27]([C:22]2[CH:23]=[CH:24][CH:25]=[CH:26][C:21]=2[Cl:20])[N:28]=1. The catalyst class is: 2. (6) Reactant: [H-].[Na+].[C:3]([C:5]1[CH:14]=[CH:13][C:8]([C:9]([O:11][CH3:12])=[O:10])=[CH:7][C:6]=1[OH:15])#[N:4].IC.[CH3:18]COC(C)=O.O. Product: [C:3]([C:5]1[CH:14]=[CH:13][C:8]([C:9]([O:11][CH3:12])=[O:10])=[CH:7][C:6]=1[O:15][CH3:18])#[N:4]. The catalyst class is: 3.